This data is from Catalyst prediction with 721,799 reactions and 888 catalyst types from USPTO. The task is: Predict which catalyst facilitates the given reaction. (1) Reactant: Cl.[O:2]1[CH2:6][CH2:5][CH:4]([CH2:7][NH2:8])[CH2:3]1.C(N(CC)CC)C.[O:16]([C:23]1[CH:39]=[CH:38][C:26]([CH2:27][O:28][CH2:29][C:30]2[O:34][N:33]=[C:32]([C:35](O)=[O:36])[CH:31]=2)=[CH:25][CH:24]=1)[C:17]1[CH:22]=[CH:21][CH:20]=[CH:19][CH:18]=1.ON1C2C=CC=CC=2N=N1.Cl.C(N=C=NCCCN(C)C)C.Cl. Product: [O:2]1[CH2:6][CH2:5][CH:4]([CH2:7][NH:8][C:35]([C:32]2[CH:31]=[C:30]([CH2:29][O:28][CH2:27][C:26]3[CH:38]=[CH:39][C:23]([O:16][C:17]4[CH:22]=[CH:21][CH:20]=[CH:19][CH:18]=4)=[CH:24][CH:25]=3)[O:34][N:33]=2)=[O:36])[CH2:3]1. The catalyst class is: 22. (2) Reactant: [CH3:1][O:2][C:3]1[CH:4]=[CH:5][CH:6]=[C:7]2[C:12]=1[N:11]=[C:10]([NH:13]C(=O)C)[N:9]=[C:8]2N1C=NC=N1.[F:22][CH:23]([F:39])[CH:24]([N:30]1[CH2:38][C:37]2[C:32](=[N:33][CH:34]=[CH:35][CH:36]=2)[CH2:31]1)[CH2:25][C:26]([NH:28][NH2:29])=[O:27].CCN(C(C)C)C(C)C.C(=O)([O-])[O-].[K+].[K+]. Product: [NH2:13][C:10]1[N:9]=[C:8]([NH:29][NH:28][C:26](=[O:27])[CH2:25][CH:24]([N:30]2[CH2:38][C:37]3[C:32](=[N:33][CH:34]=[CH:35][CH:36]=3)[CH2:31]2)[CH:23]([F:22])[F:39])[C:7]2[C:12](=[C:3]([O:2][CH3:1])[CH:4]=[CH:5][CH:6]=2)[N:11]=1. The catalyst class is: 1.